Dataset: NCI-60 drug combinations with 297,098 pairs across 59 cell lines. Task: Regression. Given two drug SMILES strings and cell line genomic features, predict the synergy score measuring deviation from expected non-interaction effect. Drug 1: CCN(CC)CCNC(=O)C1=C(NC(=C1C)C=C2C3=C(C=CC(=C3)F)NC2=O)C. Drug 2: C#CCC(CC1=CN=C2C(=N1)C(=NC(=N2)N)N)C3=CC=C(C=C3)C(=O)NC(CCC(=O)O)C(=O)O. Cell line: UO-31. Synergy scores: CSS=46.4, Synergy_ZIP=5.08, Synergy_Bliss=1.62, Synergy_Loewe=-7.19, Synergy_HSA=0.980.